Dataset: Peptide-MHC class II binding affinity with 134,281 pairs from IEDB. Task: Regression. Given a peptide amino acid sequence and an MHC pseudo amino acid sequence, predict their binding affinity value. This is MHC class II binding data. (1) The peptide sequence is SNVTFTVNQTSRLLM. The MHC is HLA-DQA10201-DQB10301 with pseudo-sequence HLA-DQA10201-DQB10301. The binding affinity (normalized) is 0.532. (2) The peptide sequence is DLGKKRFLLIRNSTW. The MHC is DRB1_1302 with pseudo-sequence DRB1_1302. The binding affinity (normalized) is 0.627. (3) The peptide sequence is ESYKFIPALEAAVKQAYAAT. The MHC is DRB1_0405 with pseudo-sequence DRB1_0405. The binding affinity (normalized) is 0.681. (4) The peptide sequence is KYKTFEAAFTVSSKR. The MHC is DRB1_0301 with pseudo-sequence DRB1_0301. The binding affinity (normalized) is 0.327. (5) The peptide sequence is IVNFVSKVMIGSPKK. The MHC is DRB1_0101 with pseudo-sequence DRB1_0101. The binding affinity (normalized) is 0.412. (6) The peptide sequence is SGDVLWDIPTPKIIE. The MHC is DRB3_0202 with pseudo-sequence DRB3_0202. The binding affinity (normalized) is 0.469. (7) The peptide sequence is GDGKISLSELTDALR. The MHC is DRB1_1501 with pseudo-sequence DRB1_1501. The binding affinity (normalized) is 0.156. (8) The peptide sequence is SPFGQAKAGDKPS. The MHC is HLA-DQA10501-DQB10301 with pseudo-sequence HLA-DQA10501-DQB10301. The binding affinity (normalized) is 0. (9) The MHC is DRB1_0802 with pseudo-sequence DRB1_0802. The peptide sequence is AFKVAATAANAPPAN. The binding affinity (normalized) is 0.663. (10) The peptide sequence is DVCGMFTNRSGSQQW. The binding affinity (normalized) is 0.0753. The MHC is DRB4_0101 with pseudo-sequence DRB4_0103.